From a dataset of Catalyst prediction with 721,799 reactions and 888 catalyst types from USPTO. Predict which catalyst facilitates the given reaction. (1) Reactant: [C:1]([O:5][CH3:6])(=[O:4])[CH2:2][SH:3].[CH3:7][O-].[Na+].C(OC(=O)[C:14]1[CH:19]=[CH:18][C:17](Cl)=[N:16][C:15]=1[O:21][CH2:22][C:23]1[CH:28]=[CH:27][CH:26]=[CH:25][CH:24]=1)C.Cl.C[CH2:32][OH:33]. Product: [CH2:6]([O:5][C:1]([C:2]1[S:3][C:17]2=[N:16][C:15]([O:21][CH2:22][C:23]3[CH:24]=[CH:25][CH:26]=[CH:27][CH:28]=3)=[CH:14][CH:19]=[C:18]2[C:32]=1[OH:33])=[O:4])[CH3:7]. The catalyst class is: 6. (2) Reactant: [CH2:1]([O:3][CH2:4][C:5]1[N:6]([CH2:30][C:31]([OH:34])([CH3:33])[CH3:32])[C:7]2[C:16]3[CH:15]=[CH:14][C:13]([O:17][CH2:18][CH2:19][NH:20][C:21](=[O:27])[O:22][C:23]([CH3:26])([CH3:25])[CH3:24])=[CH:12][C:11]=3[N+:10]([O-])=[CH:9][C:8]=2[N:29]=1)[CH3:2].C1(C)C=CC(S(Cl)(=O)=O)=CC=1.[OH-].[NH4+:47]. Product: [NH2:47][C:9]1[C:8]2[N:29]=[C:5]([CH2:4][O:3][CH2:1][CH3:2])[N:6]([CH2:30][C:31]([OH:34])([CH3:33])[CH3:32])[C:7]=2[C:16]2[CH:15]=[CH:14][C:13]([O:17][CH2:18][CH2:19][NH:20][C:21](=[O:27])[O:22][C:23]([CH3:26])([CH3:25])[CH3:24])=[CH:12][C:11]=2[N:10]=1. The catalyst class is: 4. (3) Reactant: [CH3:1][Mg+].[Br-].CC[O:6][CH2:7][CH3:8].C(OC([C:14]1[N:15]([CH3:25])[C:16]([C:19]#[C:20][Si:21]([CH3:24])([CH3:23])[CH3:22])=[CH:17][N:18]=1)=O)C.O. The catalyst class is: 1. Product: [CH3:25][N:15]1[C:16]([C:19]#[C:20][Si:21]([CH3:22])([CH3:24])[CH3:23])=[CH:17][N:18]=[C:14]1[C:7]([OH:6])([CH3:8])[CH3:1]. (4) Reactant: [F:1][C:2]1[CH:18]=[CH:17][C:5]([CH:6]=[C:7]2[C:15]3[CH2:14][CH2:13][CH2:12][CH2:11][C:10]=3[C:9](=[O:16])[O:8]2)=[CH:4][C:3]=1[N+:19]([O-])=O.[Cl-].[NH4+]. Product: [NH2:19][C:3]1[CH:4]=[C:5]([CH:17]=[CH:18][C:2]=1[F:1])[CH:6]=[C:7]1[C:15]2[CH2:14][CH2:13][CH2:12][CH2:11][C:10]=2[C:9](=[O:16])[O:8]1. The catalyst class is: 190. (5) Reactant: [NH2:1][CH2:2][C@@H:3]1[O:9][CH2:8][CH2:7][N:6]([C:10]([O:12][C:13]([CH3:16])([CH3:15])[CH3:14])=[O:11])[CH2:5][C@H:4]1[C:17]1[CH:22]=[CH:21][C:20]([Cl:23])=[C:19]([Cl:24])[CH:18]=1.C(N(CC)CC)C.C([O:35][CH2:36][C:37](Cl)=[O:38])(=O)C.O. Product: [Cl:24][C:19]1[CH:18]=[C:17]([C@H:4]2[C@H:3]([CH2:2][NH:1][C:36](=[O:35])[CH2:37][OH:38])[O:9][CH2:8][CH2:7][N:6]([C:10]([O:12][C:13]([CH3:16])([CH3:15])[CH3:14])=[O:11])[CH2:5]2)[CH:22]=[CH:21][C:20]=1[Cl:23]. The catalyst class is: 1. (6) Reactant: CC1C=CC(S(O[CH2:12][C@@H:13]2[O:26][C:17]3=[C:18]4[C:23](=[CH:24][CH:25]=[C:16]3[O:15][CH2:14]2)[N:22]=[CH:21][CH:20]=[CH:19]4)(=O)=O)=CC=1.[F:27][C:28]1[CH:29]=[C:30]2[C:34](=[CH:35][CH:36]=1)[NH:33][CH:32]=[C:31]2[CH2:37][CH:38]1[CH2:43][CH2:42][NH:41][CH2:40][CH2:39]1. Product: [F:27][C:28]1[CH:29]=[C:30]2[C:34](=[CH:35][CH:36]=1)[NH:33][CH:32]=[C:31]2[CH2:37][CH:38]1[CH2:43][CH2:42][N:41]([CH2:12][CH:13]2[O:26][C:17]3=[C:18]4[C:23](=[CH:24][CH:25]=[C:16]3[O:15][CH2:14]2)[N:22]=[CH:21][CH:20]=[CH:19]4)[CH2:40][CH2:39]1. The catalyst class is: 16. (7) Reactant: [CH:1]1([C:7]2[C:8]3[CH:9]=[CH:10][C:11]([C:42]([O:44][CH3:45])=[O:43])=[CH:12][C:13]=3[N:14]3[CH2:20][C:19]([C:21]4[O:22][C:23]([CH2:26][CH2:27][C:28]([N:30]5[CH2:35][CH2:34][O:33][CH2:32][CH2:31]5)=[O:29])=[CH:24][N:25]=4)=[CH:18][C:17]4[CH:36]=[C:37]([O:40][CH3:41])[CH:38]=[CH:39][C:16]=4[C:15]=23)[CH2:6][CH2:5][CH2:4][CH2:3][CH2:2]1. Product: [CH:1]1([C:7]2[C:8]3[CH:9]=[CH:10][C:11]([C:42]([O:44][CH3:45])=[O:43])=[CH:12][C:13]=3[N:14]3[CH2:20][CH:19]([C:21]4[O:22][C:23]([CH2:26][CH2:27][C:28]([N:30]5[CH2:31][CH2:32][O:33][CH2:34][CH2:35]5)=[O:29])=[CH:24][N:25]=4)[CH2:18][C:17]4[CH:36]=[C:37]([O:40][CH3:41])[CH:38]=[CH:39][C:16]=4[C:15]=23)[CH2:2][CH2:3][CH2:4][CH2:5][CH2:6]1. The catalyst class is: 358. (8) Reactant: [OH:1][CH2:2][CH2:3][C:4]1[CH:9]=[CH:8][C:7]([NH:10][CH:11]=O)=[CH:6][CH:5]=1.[H-].[Al+3].[Li+].[H-].[H-].[H-].[OH-].[K+]. Product: [CH3:11][NH:10][C:7]1[CH:8]=[CH:9][C:4]([CH2:3][CH2:2][OH:1])=[CH:5][CH:6]=1. The catalyst class is: 7. (9) Reactant: [CH2:1]([O:3][C:4]([CH:6]1[CH:10]([C:11]2[CH:16]=[CH:15][C:14]([N+:17]([O-:19])=[O:18])=[CH:13][CH:12]=2)[CH2:9][N:8](CC2C=CC=CC=2)[CH2:7]1)=[O:5])[CH3:2].Cl[C:28]([O:30][CH:31]=[CH2:32])=[O:29]. Product: [CH:31]([O:30][C:28]([N:8]1[CH2:9][CH:10]([C:11]2[CH:12]=[CH:13][C:14]([N+:17]([O-:19])=[O:18])=[CH:15][CH:16]=2)[CH:6]([C:4]([O:3][CH2:1][CH3:2])=[O:5])[CH2:7]1)=[O:29])=[CH2:32]. The catalyst class is: 26. (10) Reactant: [O:1]=[C:2]1[CH:9](C(OCC)=O)[C:8](=[O:15])[C:5]2([CH2:7][CH2:6]2)[CH2:4][NH:3]1.O. Product: [CH2:6]1[C:5]2([C:8](=[O:15])[CH2:9][C:2](=[O:1])[NH:3][CH2:4]2)[CH2:7]1. The catalyst class is: 10.